This data is from Forward reaction prediction with 1.9M reactions from USPTO patents (1976-2016). The task is: Predict the product of the given reaction. (1) Given the reactants [Cl:1][C:2]1[CH:3]=[CH:4][CH:5]=[C:6]2[C:10]=1[NH:9][CH:8]=[CH:7]2.[H-].[Na+].I[CH3:14], predict the reaction product. The product is: [Cl:1][C:2]1[CH:3]=[CH:4][CH:5]=[C:6]2[C:10]=1[N:9]([CH3:14])[CH:8]=[CH:7]2. (2) Given the reactants FC(F)(F)S(O[C:7]1[CH:12]=[C:11]([OH:13])[C:10]([C:14]2[N:15]=[N:16][C:17]([O:20][CH:21]3[CH2:26][C:25]([CH3:28])([CH3:27])[NH:24][C:23]([CH3:30])([CH3:29])[CH2:22]3)=[CH:18][CH:19]=2)=[C:9]([F:31])[CH:8]=1)(=O)=[O:4].CC1(C)C(C)(C)OB([C:42]2[CH:43]=[N:44][N:45](C([O-])=O)[CH:46]=2)O1, predict the reaction product. The product is: [OH2:4].[F:31][C:9]1[C:10]([C:14]2[N:15]=[N:16][C:17]([O:20][CH:21]3[CH2:22][C:23]([CH3:30])([CH3:29])[NH:24][C:25]([CH3:27])([CH3:28])[CH2:26]3)=[CH:18][CH:19]=2)=[C:11]([OH:13])[CH:12]=[C:7]([C:42]2[CH:43]=[N:44][NH:45][CH:46]=2)[CH:8]=1. (3) Given the reactants [N:1]1[CH:6]=[CH:5][CH:4]=[C:3]([C:7]2[CH:8]=[C:9]3[C:19]4[C:14](=[N:15][CH:16]=[C:17]([N:20]5[CH2:25][CH2:24][N:23](C(OC(C)(C)C)=O)[CH2:22][CH2:21]5)[CH:18]=4)[NH:13][C:10]3=[CH:11][N:12]=2)[CH:2]=1.Cl, predict the reaction product. The product is: [N:20]1([C:17]2[CH:18]=[C:19]3[C:9]4[C:10](=[CH:11][N:12]=[C:7]([C:3]5[CH:2]=[N:1][CH:6]=[CH:5][CH:4]=5)[CH:8]=4)[NH:13][C:14]3=[N:15][CH:16]=2)[CH2:21][CH2:22][NH:23][CH2:24][CH2:25]1. (4) Given the reactants [Cl:1][CH2:2][CH2:3][CH2:4][CH:5]1[O:10][C:9]2[CH:11]=[CH:12][CH:13]=[CH:14][C:8]=2[N:7]([C:15]2[CH:20]=[CH:19][CH:18]=[CH:17][C:16]=2[F:21])[S:6]1(=[O:23])=[O:22].[CH3:24][NH2:25], predict the reaction product. The product is: [ClH:1].[F:21][C:16]1[CH:17]=[CH:18][CH:19]=[CH:20][C:15]=1[N:7]1[C:8]2[CH:14]=[CH:13][CH:12]=[CH:11][C:9]=2[O:10][CH:5]([CH2:4][CH2:3][CH2:2][NH:25][CH3:24])[S:6]1(=[O:23])=[O:22]. (5) Given the reactants Br[C:2]1[N:3]([CH2:21][CH:22]2[O:26][CH2:25][CH2:24][O:23]2)[C:4]2[C:9]([C:10]=1[CH:11]1[CH2:16][CH2:15][CH2:14][CH2:13][CH2:12]1)=[CH:8][CH:7]=[C:6]([C:17]([O:19][CH3:20])=[O:18])[CH:5]=2.C([O-])([O-])=O.[Na+].[Na+].[CH:33]([C:35]1[CH:40]=[CH:39][CH:38]=[CH:37][C:36]=1B(O)O)=[O:34], predict the reaction product. The product is: [CH:11]1([C:10]2[C:9]3[C:4](=[CH:5][C:6]([C:17]([O:19][CH3:20])=[O:18])=[CH:7][CH:8]=3)[N:3]([CH2:21][CH:22]3[O:26][CH2:25][CH2:24][O:23]3)[C:2]=2[C:36]2[CH:37]=[CH:38][CH:39]=[CH:40][C:35]=2[CH:33]=[O:34])[CH2:16][CH2:15][CH2:14][CH2:13][CH2:12]1. (6) Given the reactants [F:1][C:2]([F:32])([F:31])[O:3][C:4]1[CH:30]=[CH:29][C:7]([O:8][CH:9]2[CH2:12][N:11]([CH2:13][C:14]([NH:16][C@@H:17]3[CH2:22][O:21][C:20]4=[N:23][C:24]([N+:26]([O-:28])=[O:27])=[CH:25][N:19]4[CH2:18]3)=[O:15])[CH2:10]2)=[CH:6][CH:5]=1.[C:33]([OH:40])(=[O:39])/[CH:34]=[CH:35]\[C:36]([OH:38])=[O:37], predict the reaction product. The product is: [C:33]([OH:40])(=[O:39])/[CH:34]=[CH:35]\[C:36]([OH:38])=[O:37].[F:32][C:2]([F:1])([F:31])[O:3][C:4]1[CH:30]=[CH:29][C:7]([O:8][CH:9]2[CH2:12][N:11]([CH2:13][C:14]([NH:16][C@@H:17]3[CH2:22][O:21][C:20]4=[N:23][C:24]([N+:26]([O-:28])=[O:27])=[CH:25][N:19]4[CH2:18]3)=[O:15])[CH2:10]2)=[CH:6][CH:5]=1. (7) The product is: [NH2:25][C:23]1[S:24][C:16]([C:17]([O:19][CH3:20])=[O:18])=[C:15]([C:11]2[N:10]([CH3:9])[CH:14]=[CH:13][N:12]=2)[N:22]=1. Given the reactants IN1C(=O)CCC1=O.[CH3:9][N:10]1[CH:14]=[CH:13][N:12]=[C:11]1[C:15](=O)[CH2:16][C:17]([O:19][CH3:20])=[O:18].[NH2:22][C:23]([NH2:25])=[S:24], predict the reaction product. (8) Given the reactants [H-].[Na+].[CH:3]([N:6]1[CH2:27][CH2:26][C:9]2[NH:10][C:11]3[CH:12]=[CH:13][C:14]([C:17]([N:19]4[CH2:24][CH2:23][CH:22]([CH3:25])[CH2:21][CH2:20]4)=[O:18])=[CH:15][C:16]=3[C:8]=2[CH2:7]1)([CH3:5])[CH3:4].Br[CH2:29][C:30]1[CH:35]=[CH:34][CH:33]=[CH:32][CH:31]=1, predict the reaction product. The product is: [CH2:29]([N:10]1[C:11]2[CH:12]=[CH:13][C:14]([C:17]([N:19]3[CH2:24][CH2:23][CH:22]([CH3:25])[CH2:21][CH2:20]3)=[O:18])=[CH:15][C:16]=2[C:8]2[CH2:7][N:6]([CH:3]([CH3:5])[CH3:4])[CH2:27][CH2:26][C:9]1=2)[C:30]1[CH:35]=[CH:34][CH:33]=[CH:32][CH:31]=1. (9) Given the reactants Cl[C:2](Cl)([O:4][C:5](=[O:11])[O:6][C:7](Cl)(Cl)Cl)Cl.CN(C)[C:15]1[CH:20]=[CH:19][CH:18]=[CH:17][CH:16]=1.O.[C:23]1(C)C=CC=CC=1, predict the reaction product. The product is: [CH3:23][C:2]1[O:4][C:5](=[O:11])[O:6][C:7]=1[C:15]1[CH:20]=[CH:19][CH:18]=[CH:17][CH:16]=1. (10) Given the reactants [F:1][C:2]1[CH:7]=[CH:6][C:5]([C:8]2(O)[C:17]3[N:16]=[CH:15][CH:14]=[CH:13][C:12]=3[CH2:11][CH2:10][CH2:9]2)=[CH:4][CH:3]=1.CS(O)(=O)=O, predict the reaction product. The product is: [F:1][C:2]1[CH:3]=[CH:4][C:5]([C:8]2[C:17]3[N:16]=[CH:15][CH:14]=[CH:13][C:12]=3[CH2:11][CH2:10][CH:9]=2)=[CH:6][CH:7]=1.